This data is from Full USPTO retrosynthesis dataset with 1.9M reactions from patents (1976-2016). The task is: Predict the reactants needed to synthesize the given product. Given the product [CH2:1]([Si:4]([C:5]1[CH:10]=[CH:9][C:8]([C:11]#[CH:12])=[CH:7][CH:6]=1)([CH3:18])[CH3:17])[CH:2]=[CH2:3], predict the reactants needed to synthesize it. The reactants are: [CH2:1]([Si:4]([CH3:18])([CH3:17])[C:5]1[CH:10]=[CH:9][C:8]([C:11]#[C:12][Si](C)(C)C)=[CH:7][CH:6]=1)[CH:2]=[CH2:3].[OH-].[K+].Cl.